From a dataset of Reaction yield outcomes from USPTO patents with 853,638 reactions. Predict the reaction yield, written as a fraction of the theoretical maximum amount of product (1.0 means a 100% yield; for example, 0.34 means a 34% yield). (1) The reactants are [O:1]([CH2:8][C:9]([O:11][CH3:12])=[O:10])[C:2]1[CH:7]=[CH:6][CH:5]=[CH:4][CH:3]=1.[Cl:13][S:14](O)(=[O:16])=[O:15]. No catalyst specified. The product is [Cl:13][S:14]([C:5]1[CH:6]=[CH:7][C:2]([O:1][CH2:8][C:9]([O:11][CH3:12])=[O:10])=[CH:3][CH:4]=1)(=[O:16])=[O:15]. The yield is 0.830. (2) The reactants are [CH3:1][N:2]([S:21]([C:24]1[S:25][CH:26]=[CH:27][CH:28]=1)(=[O:23])=[O:22])[C:3]1[CH:4]=[CH:5][CH:6]=[C:7]2[C:11]=1[NH:10][C:9]([C:12]1[S:13][CH:14]([CH2:17][C:18](O)=[O:19])[CH2:15][N:16]=1)=[CH:8]2.N1(O)C2C=CC=CC=2N=N1.Cl.[CH3:40][N:41](C)[CH2:42]CCN=C=NCC.CNC. The catalyst is C(OCC)(=O)C.O1CCCC1.CN(C)C=O. The product is [CH3:40][N:41]([CH3:42])[C:18](=[O:19])[CH2:17][CH:14]1[S:13][C:12]([C:9]2[NH:10][C:11]3[C:7]([CH:8]=2)=[CH:6][CH:5]=[CH:4][C:3]=3[N:2]([CH3:1])[S:21]([C:24]2[S:25][CH:26]=[CH:27][CH:28]=2)(=[O:23])=[O:22])=[N:16][CH2:15]1. The yield is 0.300.